Predict the product of the given reaction. From a dataset of Forward reaction prediction with 1.9M reactions from USPTO patents (1976-2016). (1) Given the reactants [Si:1]([O:8][C@@H:9]1[CH2:13][N:12]([C:14]([O:16][C:17]([CH3:20])([CH3:19])[CH3:18])=[O:15])[C@@H:11]([CH2:21][OH:22])[CH2:10]1)([C:4]([CH3:7])([CH3:6])[CH3:5])([CH3:3])[CH3:2].O[C:24]1[C:25]([C:30]([O:32][CH2:33][CH3:34])=[O:31])=[N:26][CH:27]=[CH:28][CH:29]=1.ClC1C=C(O)C=NC=1, predict the reaction product. The product is: [C:17]([O:16][C:14]([N:12]1[CH2:13][C@@H:9]([O:8][Si:1]([C:4]([CH3:7])([CH3:6])[CH3:5])([CH3:3])[CH3:2])[CH2:10][C@@H:11]1[CH2:21][O:22][C:24]1[C:25]([C:30]([O:32][CH2:33][CH3:34])=[O:31])=[N:26][CH:27]=[CH:28][CH:29]=1)=[O:15])([CH3:20])([CH3:19])[CH3:18]. (2) The product is: [NH2:30][C:28]1[CH:27]=[C:26]([NH:31][C:2]2[N:11]=[C:10]([N:12]3[CH2:16][CH2:15][C@H:14]([NH:17][C:18](=[O:20])[CH3:19])[CH2:13]3)[C:9]3[C:4](=[C:5]([CH3:21])[CH:6]=[CH:7][CH:8]=3)[N:3]=2)[CH:25]=[C:24]([C:23]([F:22])([F:32])[F:33])[CH:29]=1. Given the reactants Cl[C:2]1[N:11]=[C:10]([N:12]2[CH2:16][CH2:15][C@H:14]([NH:17][C:18](=[O:20])[CH3:19])[CH2:13]2)[C:9]2[C:4](=[C:5]([CH3:21])[CH:6]=[CH:7][CH:8]=2)[N:3]=1.[F:22][C:23]([F:33])([F:32])[C:24]1[CH:25]=[C:26]([NH2:31])[CH:27]=[C:28]([NH2:30])[CH:29]=1, predict the reaction product. (3) Given the reactants [CH3:1][O:2][C:3](=[O:24])[CH2:4][CH2:5][S:6][CH2:7][C:8]1[CH:13]=[CH:12][C:11]([C:14](=[O:23])[CH2:15][C:16]([O:18][C:19]([CH3:22])([CH3:21])[CH3:20])=[O:17])=[CH:10][CH:9]=1.CO[CH:27](OC)[N:28](C)C.Cl.NO, predict the reaction product. The product is: [CH3:1][O:2][C:3](=[O:24])[CH2:4][CH2:5][S:6][CH2:7][C:8]1[CH:13]=[CH:12][C:11]([C:14]2[O:23][N:28]=[CH:27][C:15]=2[C:16]([O:18][C:19]([CH3:20])([CH3:21])[CH3:22])=[O:17])=[CH:10][CH:9]=1. (4) Given the reactants [Cl:1][C:2]1[N:3]=[C:4]2[C:9](=[CH:10][CH:11]=1)[N:8]=[CH:7][C:6]([C:12](=[O:14])[CH3:13])=[C:5]2[NH:15][C@H:16]1[CH2:21][CH2:20][C@@H:19]([CH2:22][N:23]([CH3:25])[CH3:24])[CH2:18][CH2:17]1.[Cl:26][C:27]1[CH:32]=[C:31](B2OC(C)(C)C(C)(C)O2)[CH:30]=[C:29]([Cl:42])[C:28]=1[OH:43].C1(N)C(F)=C(F)C(F)=C(N)C=1F.Cl.Cl, predict the reaction product. The product is: [ClH:1].[ClH:26].[Cl:26][C:27]1[CH:32]=[C:31]([C:2]2[N:3]=[C:4]3[C:9](=[CH:10][CH:11]=2)[N:8]=[CH:7][C:6]([C:12](=[O:14])[CH3:13])=[C:5]3[NH:15][C@H:16]2[CH2:17][CH2:18][C@@H:19]([CH2:22][N:23]([CH3:24])[CH3:25])[CH2:20][CH2:21]2)[CH:30]=[C:29]([Cl:42])[C:28]=1[OH:43]. (5) Given the reactants [C:1]1([CH2:7][CH2:8][CH:9]=[CH:10][C:11]2[C:20]3[C:15](=[CH:16][CH:17]=[CH:18][CH:19]=3)[CH:14]=[CH:13][C:12]=2[C:21](O)=[O:22])[CH:6]=[CH:5][CH:4]=[CH:3][CH:2]=1.ON1C2C=CC=CC=2N=N1.C(N(CC)C(C)C)(C)C.Cl.[CH3:44][O:45][C:46](=[O:51])[C:47]([NH2:50])([CH3:49])[CH3:48], predict the reaction product. The product is: [CH3:44][O:45][C:46](=[O:51])[C:47]([CH3:49])([NH:50][C:21]([C:12]1[CH:13]=[CH:14][C:15]2[C:20](=[CH:19][CH:18]=[CH:17][CH:16]=2)[C:11]=1[CH:10]=[CH:9][CH2:8][CH2:7][C:1]1[CH:2]=[CH:3][CH:4]=[CH:5][CH:6]=1)=[O:22])[CH3:48].